Dataset: Full USPTO retrosynthesis dataset with 1.9M reactions from patents (1976-2016). Task: Predict the reactants needed to synthesize the given product. (1) Given the product [NH2:1][C:2]1[C:10]2[C:5](=[CH:6][N:7]=[CH:8][CH:9]=2)[S:4][C:3]=1[C:11]([O:13][CH:14]([CH3:16])[CH3:15])=[O:12], predict the reactants needed to synthesize it. The reactants are: [NH2:1][C:2]1[C:10]2[C:5](=[CH:6][N:7]=[CH:8][CH:9]=2)[S:4][C:3]=1[C:11]([O:13][CH2:14][CH3:15])=[O:12].[CH3:16]C(O)C. (2) Given the product [Cl:1][C:2]1[N:7]=[C:6]([NH2:8])[CH:5]=[CH:4][C:3]=1[CH3:15], predict the reactants needed to synthesize it. The reactants are: [Cl:1][C:2]1[N:7]=[C:6]([NH:8]C(=O)C(C)(C)C)[CH:5]=[CH:4][C:3]=1[CH3:15].C([O-])(O)=O.[Na+]. (3) Given the product [Cl:39][C:40]1[CH:45]=[C:44]([C:46]([F:47])([F:48])[F:49])[CH:43]=[C:42]([B:30]2[O:31][C:32]([CH3:37])([CH3:38])[C:33]([CH3:35])([CH3:36])[O:34]2)[N:41]=1, predict the reactants needed to synthesize it. The reactants are: CC(C1C=CN=C(C2C=C(C(C)(C)C)C=CN=2)C=1)(C)C.[B:30]1([B:30]2[O:34][C:33]([CH3:36])([CH3:35])[C:32]([CH3:38])([CH3:37])[O:31]2)[O:34][C:33]([CH3:36])([CH3:35])[C:32]([CH3:38])([CH3:37])[O:31]1.[Cl:39][C:40]1[CH:45]=[C:44]([C:46]([F:49])([F:48])[F:47])[CH:43]=[CH:42][N:41]=1. (4) Given the product [OH:2][C:3]1[CH:8]=[CH:7][C:6]([C:9]2[CH:13]=[C:12]([C:14]3[CH:19]=[CH:18][CH:17]=[CH:16][CH:15]=3)[NH:11][C:10]=2[C:20]([NH:22][CH2:23][CH2:24][CH2:25][CH2:26][CH2:27][C:28]([O:30][CH3:31])=[O:29])=[O:21])=[CH:5][CH:4]=1, predict the reactants needed to synthesize it. The reactants are: C[O:2][C:3]1[CH:8]=[CH:7][C:6]([C:9]2[CH:13]=[C:12]([C:14]3[CH:19]=[CH:18][CH:17]=[CH:16][CH:15]=3)[NH:11][C:10]=2[C:20]([NH:22][CH2:23][CH2:24][CH2:25][CH2:26][CH2:27][C:28]([O:30][CH3:31])=[O:29])=[O:21])=[CH:5][CH:4]=1.CO. (5) Given the product [CH3:13][O:12][C:10](=[O:11])[C:9]1[CH:14]=[CH:15][CH:16]=[C:7]([NH:6][C:18]([NH2:19])=[S:17])[CH:8]=1, predict the reactants needed to synthesize it. The reactants are: S(=O)(=O)(O)O.[NH2:6][C:7]1[CH:8]=[C:9]([CH:14]=[CH:15][CH:16]=1)[C:10]([O:12][CH3:13])=[O:11].[S-:17][C:18]#[N:19].[K+].C1OCCOCCOCCOCCOCCOC1. (6) Given the product [F:1][C:2]1[CH:7]=[C:6]([I:8])[CH:5]=[CH:4][C:3]=1[NH:9][C:10]1[C:14]2[CH:15]=[N:16][CH:17]=[CH:18][C:13]=2[NH:12][C:11]=1[C:19]([N:21]1[CH2:24][CH:23]([OH:26])[CH2:22]1)=[O:20], predict the reactants needed to synthesize it. The reactants are: [F:1][C:2]1[CH:7]=[C:6]([I:8])[CH:5]=[CH:4][C:3]=1[NH:9][C:10]1[C:14]2[CH:15]=[N:16][CH:17]=[CH:18][C:13]=2[NH:12][C:11]=1[C:19]([N:21]1C[CH2:24][C@@H:23]([OH:26])[CH2:22]1)=[O:20].Cl.N1CC(O)C1. (7) The reactants are: [CH3:1][O:2][C:3]1[CH:4]=[C:5]([C:11]2[O:12][C:13]3[C:18]([C:19](=[O:23])[C:20]=2[O:21][CH3:22])=[C:17]([OH:24])[CH:16]=[C:15]([O:25][CH3:26])[CH:14]=3)[CH:6]=[CH:7][C:8]=1[O:9][CH3:10].C(=O)([O-])[O-].[Ca+2].[I:32](Cl)(=O)=O.C([N+](C)(C)C)C1C=CC=CC=1. Given the product [CH3:1][O:2][C:3]1[CH:4]=[C:5]([C:11]2[O:12][C:13]3[C:18]([C:19](=[O:23])[C:20]=2[O:21][CH3:22])=[C:17]([OH:24])[C:16]([I:32])=[C:15]([O:25][CH3:26])[CH:14]=3)[CH:6]=[CH:7][C:8]=1[O:9][CH3:10], predict the reactants needed to synthesize it. (8) Given the product [CH3:1][O:2][C:3]1[CH:4]=[C:5]2[C:10](=[CH:11][CH:12]=1)[CH:9]=[C:8]([S:13]([N:16]1[CH2:21][CH2:20][CH2:19][CH2:18][CH:17]1[CH2:22][O:23][CH2:24][C:25]([N:69]1[CH2:68][CH2:67][N:66]([CH:63]3[CH2:64][CH2:65][N:60]([CH3:59])[CH2:61][CH2:62]3)[CH2:71][CH2:70]1)=[O:27])(=[O:14])=[O:15])[CH:7]=[CH:6]2, predict the reactants needed to synthesize it. The reactants are: [CH3:1][O:2][C:3]1[CH:4]=[C:5]2[C:10](=[CH:11][CH:12]=1)[CH:9]=[C:8]([S:13]([N:16]1[CH2:21][CH2:20][CH2:19][CH2:18][CH:17]1[CH2:22][O:23][CH2:24][C:25]([OH:27])=O)(=[O:15])=[O:14])[CH:7]=[CH:6]2.C(N(C(C)C)CC)(C)C.ON1C2C=CC=CC=2N=N1.Cl.C(N=C=NCCCN(C)C)C.[CH3:59][N:60]1[CH2:65][CH2:64][CH:63]([N:66]2[CH2:71][CH2:70][NH:69][CH2:68][CH2:67]2)[CH2:62][CH2:61]1. (9) The reactants are: Br[C:2]1[C:10]2[C:6](=[N:7][N:8]([C:11]3[CH:16]=[CH:15][N:14]=[CH:13][CH:12]=3)[N:9]=2)[C:5](Br)=[CH:4][CH:3]=1.C(=O)([O-])[O-].[Na+].[Na+].[C:24]1([N:30]([C:40]2[CH:45]=[CH:44][CH:43]=[CH:42][CH:41]=2)[C:31]2[CH:36]=[CH:35][C:34](B(O)O)=[CH:33][CH:32]=2)[CH:29]=[CH:28][CH:27]=[CH:26][CH:25]=1.[OH-].[Na+]. Given the product [C:24]1([N:30]([C:40]2[CH:45]=[CH:44][C:43]([C:2]3[C:10]4[C:6](=[N:7][N:8]([C:11]5[CH:16]=[CH:15][N:14]=[CH:13][CH:12]=5)[N:9]=4)[C:5]([C:43]4[CH:42]=[CH:41][C:40]([N:30]([C:31]5[CH:36]=[CH:35][CH:34]=[CH:33][CH:32]=5)[C:24]5[CH:29]=[CH:28][CH:27]=[CH:26][CH:25]=5)=[CH:45][CH:44]=4)=[CH:4][CH:3]=3)=[CH:42][CH:41]=2)[C:31]2[CH:36]=[CH:35][CH:34]=[CH:33][CH:32]=2)[CH:29]=[CH:28][CH:27]=[CH:26][CH:25]=1, predict the reactants needed to synthesize it.